Regression. Given a peptide amino acid sequence and an MHC pseudo amino acid sequence, predict their binding affinity value. This is MHC class II binding data. From a dataset of Peptide-MHC class II binding affinity with 134,281 pairs from IEDB. (1) The peptide sequence is EKKYFAATQFEPLAN. The MHC is HLA-DQA10501-DQB10301 with pseudo-sequence HLA-DQA10501-DQB10301. The binding affinity (normalized) is 0.254. (2) The peptide sequence is VVDLSKMRAVWVDGK. The MHC is HLA-DPA10103-DPB10201 with pseudo-sequence HLA-DPA10103-DPB10201. The binding affinity (normalized) is 0.176.